This data is from Forward reaction prediction with 1.9M reactions from USPTO patents (1976-2016). The task is: Predict the product of the given reaction. (1) The product is: [C:87]([O:36][CH2:35][CH:34]([O:37][C:71](=[O:74])[CH3:72])[CH2:33][C@@H:10]1[C@H:9]([O:8][CH2:1][C:2]2[CH:3]=[CH:4][CH:5]=[CH:6][CH:7]=2)[C@@H:13]([O:14][CH2:15][C:16]2[CH:17]=[CH:18][C:19]([O:22][CH3:23])=[CH:20][CH:21]=2)[C@H:12]([C@H:24]([O:32][C:80](=[O:83])[CH3:81])[C@@H:25]2[C:27](=[O:28])[CH:31]=[CH:30][CH:29]([O:76][C:75](=[O:78])[CH3:105])[O:26]2)[O:11]1)(=[O:88])[CH3:86]. Given the reactants [CH2:1]([O:8][C@@H:9]1[C@@H:13]([O:14][CH2:15][C:16]2[CH:21]=[CH:20][C:19]([O:22][CH3:23])=[CH:18][CH:17]=2)[C@H:12]([C@H:24]([OH:32])[C@H:25]([C:27]2[O:28][CH:29]=[CH:30][CH:31]=2)[OH:26])[O:11][C@@H:10]1[CH2:33][C@@H:34]([OH:37])[CH2:35][OH:36])[C:2]1[CH:7]=[CH:6][CH:5]=[CH:4][CH:3]=1.C(O[C@@H]1[C@@H](OCC2C=CC(OC)=CC=2)[C@H]([C@H](O)[C@H](C2OC=CC=2)O)O[C@@H]1C[C@H:71]([OH:74])[CH2:72]O)C1C=CC=CC=1.[C:75](=[O:78])(O)[O-:76].[Na+].[C:80]([O-:83])(=O)[CH3:81].[Na+].C1C(=O)N(Br)[C:87](=[O:88])[CH2:86]1.[I-].[K+].S([O-])([O-])(=O)=S.[Na+].[Na+].[Na+].[Cl-].N1C=CC=C[CH:105]=1.C(OC(=O)C)(=O)C.[NH4+].[Cl-], predict the reaction product. (2) Given the reactants [Cl:1][C:2]1[CH:7]=[CH:6][CH:5]=[CH:4][C:3]=1[N:8]1[C:12]([C:13]2[N:14]=[C:15]3[C:21]4[CH:22]=[CH:23][C:24]([C:26](O)=[O:27])=[CH:25][C:20]=4[O:19][CH2:18][CH2:17][N:16]3[CH:29]=2)=[N:11][CH:10]=[N:9]1.[CH3:30][S:31]([CH2:34][CH2:35][NH2:36])(=[O:33])=[O:32], predict the reaction product. The product is: [Cl:1][C:2]1[CH:7]=[CH:6][CH:5]=[CH:4][C:3]=1[N:8]1[C:12]([C:13]2[N:14]=[C:15]3[C:21]4[CH:22]=[CH:23][C:24]([C:26]([NH:36][CH2:35][CH2:34][S:31]([CH3:30])(=[O:33])=[O:32])=[O:27])=[CH:25][C:20]=4[O:19][CH2:18][CH2:17][N:16]3[CH:29]=2)=[N:11][CH:10]=[N:9]1. (3) Given the reactants [C:1]1([C:7]([NH2:10])([CH3:9])[CH3:8])[CH:6]=[CH:5][CH:4]=[CH:3][CH:2]=1.C(N(C(C)C)CC)(C)C.[Cl:20][C:21]([O:24]C(=O)OC(Cl)(Cl)Cl)(Cl)Cl, predict the reaction product. The product is: [C:1]1([C:7]([NH:10][C:21]([Cl:20])=[O:24])([CH3:9])[CH3:8])[CH:6]=[CH:5][CH:4]=[CH:3][CH:2]=1. (4) The product is: [F:1][C:2]1[C:7]([NH:8][S:9]([N:12]2[CH2:13][CH2:14][CH2:15][CH2:16]2)(=[O:11])=[O:10])=[CH:6][CH:5]=[C:4]([F:17])[C:3]=1[NH:18][C:19]([C:21]1[CH:22]=[CH:23][CH:24]=[C:25]2[C:30]=1[N:29]=[CH:28][N:27]=[C:26]2[NH2:31])=[O:20]. Given the reactants [F:1][C:2]1[C:7]([NH:8][S:9]([N:12]2[CH2:16][CH2:15][CH2:14][CH2:13]2)(=[O:11])=[O:10])=[CH:6][CH:5]=[C:4]([F:17])[C:3]=1[NH:18][C:19]([C:21]1[CH:22]=[CH:23][CH:24]=[C:25]2[C:30]=1[N:29]=[CH:28][N:27]=[C:26]2[NH:31]CC1C=CC(OC)=CC=1OC)=[O:20], predict the reaction product. (5) Given the reactants [NH2:1][C:2]1[CH:3]=[C:4]2[C:9](=[CH:10][CH:11]=1)[CH:8]=[N:7][CH:6]=[CH:5]2.[F:12][C:13]([F:26])([F:25])[O:14][C:15]1[CH:24]=[CH:23][C:18]([CH2:19][N:20]=[C:21]=[O:22])=[CH:17][CH:16]=1, predict the reaction product. The product is: [CH:8]1[C:9]2[C:4](=[CH:3][C:2]([NH:1][C:21]([NH:20][CH2:19][C:18]3[CH:17]=[CH:16][C:15]([O:14][C:13]([F:12])([F:26])[F:25])=[CH:24][CH:23]=3)=[O:22])=[CH:11][CH:10]=2)[CH:5]=[CH:6][N:7]=1.